Dataset: Experimentally validated miRNA-target interactions with 360,000+ pairs, plus equal number of negative samples. Task: Binary Classification. Given a miRNA mature sequence and a target amino acid sequence, predict their likelihood of interaction. (1) The miRNA is dme-miR-2c-3p with sequence UAUCACAGCCAGCUUUGAUGGGC. The protein sequence of the target gene is MAWRGAGPSVPGAPGGVGLSLGLLLQLLLLLGPARGFGDEEERRCDPIRISMCQNLGYNVTKMPNLVGHELQTDAELQLTTFTPLIQYGCSSQLQFFLCSVYVPMCTEKINIPIGPCGGMCLSVKRRCEPVLKEFGFAWPESLNCSKFPPQNDHNHMCMEGPGDEEVPLPHKTPIQPGEECHSVGTNSDQYIWVKRSLNCVLKCGYDAGLYSRSAKEFTDIWMAVWASLCFISTAFTVLTFLIDSSRFSYPERPIIFLSMCYNIYSIAYIVRLTVGRERISCDFEEAAEPVLIQEGLKNT.... Result: 0 (no interaction). (2) The miRNA is hsa-miR-6728-5p with sequence UUGGGAUGGUAGGACCAGAGGGG. The protein sequence of the target gene is MGTGGRRGTRSGKGTEGAAATSSSCLYRCIECNREAQELYRDYSHGVLKITICKSCQKPVDKYIEYDPVIILINAILCKTQAYRHILFNTKINIHGKLCMFCLLCEAYLRWWQLQDSSQSPAPDDVIRYAKEWDFYRMFVIASFEQAAFLTGIFAFLWVQQPMTAKRAPDFVLLLKALLLSSYGKLLLIPAVIWEHDYTPLCLRLIKVFVLTSNFQAVRVTLNTNRRLSLLVVLSGLLLESIVVFFFQRMEWDVSSDCALYKSQDF. Result: 0 (no interaction). (3) The miRNA is hsa-miR-124-3p with sequence UAAGGCACGCGGUGAAUGCCAA. The protein sequence of the target gene is MSQQRPARKLPSLLLDPTEETVRRRCRDPINVEGLLPSKIRINLEDNVQYVSMRKALKVKRPRFDVSLVYLTRKFMDLVRSAPGGILDLNKVATKLGVRKRRVYDITNVLDGIDLVEKKSKNHIRWIGSDLSNFGAVPQQKKLQEELSDLSAMEDALDELIKDCAQQLFELTDDKENERLAYVTYQDIHSIQAFHEQIVIAVKAPAETRLDVPAPREDSITVHIRSTNGPIDVYLCEVEQGQTSNKRSEGVGTSSSESTHPEGPEEEENPQQSEELLEVSN. Result: 1 (interaction). (4) The protein sequence of the target gene is MGLKLNGRYISLILAVQIAYLVQAVRAAGKCDAVFKGFSDCLLKLGDSMANYPQGLDDKTNIKTVCTYWEDFHSCTVTALTDCQEGAKDMWDKLRKESKNLNIQGSLFELCGSGNGAAGSLLPAFPVLLVSLSAALATWLSF. The miRNA is hsa-miR-6853-5p with sequence AGCGUGGGAUGUCCAUGAAGUCAG. Result: 0 (no interaction). (5) The miRNA is rno-miR-21-3p with sequence CAACAGCAGUCGAUGGGCUGUC. The protein sequence of the target gene is MASPEPRRGGDGAAQAARKTRVEANSPLPKNSGSLNEAEALNPEVTLSSEGSLNLEDILYLEDTGDLDETLYVQETEKAEEALYIEEAMQPDEALHVEEPGNPEETVCVEETTEPDRIQFVEGPVEPGKPTSPEHVVYEGETVTRAEKSNPEESLRAEQSPSMEENLSIEDLELLEGRFQQCVQAVAQLEEERDQLIHELVLLREPALQEVQQVHQDILAAYKLHAQAELERDGLREEIRLVKQKLFKVTKECVAYQYQLECRQQDVAQFADFREVLTTRATQLSEELAQLRDAYQKQKE.... Result: 0 (no interaction). (6) The miRNA is hsa-miR-6727-3p with sequence UCCUGCCACCUCCUCCGCAG. The protein sequence of the target gene is MSKSASPKEPEQLRKLFIGGLSFETTDESLRSHFEQWGTLTDCVVMRDPNTKRSRGFGFVTYATVEEVDAAMNTTPHKVDGRVVEPKRAVSREDSQRPGAHLTVKKIFVGGIKEDTEEHHLRDYFEQYGKIEVIEIMTDRGSGKKRGFAFVTFDDHDSVDKIVIQKYHTVKGHNCEVRKALPKQEMASASSSQRGRRGSGNFGGGRGDGFGGNDNFGRGGNFSGRGGFGGSCGGGGYGGSGDGYNGFGNDGSNFGGGGSYNDFGNYNNQSSNFGPMKGGNFGGRSSGPYGGGGQYFAKPQ.... Result: 1 (interaction).